This data is from Forward reaction prediction with 1.9M reactions from USPTO patents (1976-2016). The task is: Predict the product of the given reaction. Given the reactants Br[C:2]1[CH:3]=[N:4][N:5]([CH3:17])[C:6]=1[C:7]1[CH:8]=[C:9]([C:13]([O:15][CH3:16])=[O:14])[S:10][C:11]=1[CH3:12].C(=O)([O-])[O-].[K+].[K+].[CH:24](/B(O)O)=[CH:25]/[CH3:26], predict the reaction product. The product is: [CH3:12][C:11]1[S:10][C:9]([C:13]([O:15][CH3:16])=[O:14])=[CH:8][C:7]=1[C:6]1[N:5]([CH3:17])[N:4]=[CH:3][C:2]=1/[CH:24]=[CH:25]\[CH3:26].